Dataset: Full USPTO retrosynthesis dataset with 1.9M reactions from patents (1976-2016). Task: Predict the reactants needed to synthesize the given product. (1) Given the product [CH3:37][S:34]([C:29]12[CH2:33][CH:25]3[CH2:26][CH:27]([CH2:32][CH:31]([CH:24]3[NH:23][C:22]([C:16]3[CH:15]=[N:14][N:13]([C:10]4[CH:9]=[CH:8][C:7]([C:6]([OH:39])=[O:5])=[CH:12][CH:11]=4)[C:17]=3[S:18][CH2:19][CH2:20][CH3:21])=[O:38])[CH2:30]1)[CH2:28]2)(=[O:35])=[O:36], predict the reactants needed to synthesize it. The reactants are: O.[OH-].[Li+].C[O:5][C:6](=[O:39])[C:7]1[CH:12]=[CH:11][C:10]([N:13]2[C:17]([S:18][CH2:19][CH2:20][CH3:21])=[C:16]([C:22](=[O:38])[NH:23][CH:24]3[CH:31]4[CH2:32][CH:27]5[CH2:28][C:29]([S:34]([CH3:37])(=[O:36])=[O:35])([CH2:33][CH:25]3[CH2:26]5)[CH2:30]4)[CH:15]=[N:14]2)=[CH:9][CH:8]=1.O. (2) Given the product [Br:1][C:2]1[C:7](=[O:8])[N:6]([C:23]([O:25][C:26]([CH3:29])([CH3:28])[CH3:27])=[O:24])[N:5]=[CH:4][C:3]=1[N:9]1[CH2:14][CH2:13][CH:12]([C:15]2[CH:22]=[CH:21][CH:20]=[CH:19][C:16]=2[C:17]#[N:18])[CH2:11][CH2:10]1, predict the reactants needed to synthesize it. The reactants are: [Br:1][C:2]1[C:7](=[O:8])[NH:6][N:5]=[CH:4][C:3]=1[N:9]1[CH2:14][CH2:13][CH:12]([C:15]2[CH:22]=[CH:21][CH:20]=[CH:19][C:16]=2[C:17]#[N:18])[CH2:11][CH2:10]1.[C:23](O[C:23]([O:25][C:26]([CH3:29])([CH3:28])[CH3:27])=[O:24])([O:25][C:26]([CH3:29])([CH3:28])[CH3:27])=[O:24].C(N(CC)CC)C. (3) Given the product [Br:47][C:43]1[CH:44]=[CH:45][CH:46]=[C:41]([Br:40])[C:42]=1[O:48][CH2:49][C:50]1[C:54]([CH2:55][O:56][C:57]2[CH:58]=[C:59]3[C:63](=[CH:64][CH:65]=2)[N:62]([CH2:66][C:67]2[CH:68]=[C:69]([CH:74]=[CH:75][CH:76]=2)[C:70]([OH:72])=[O:71])[CH:61]=[CH:60]3)=[C:53]([CH:77]([CH3:79])[CH3:78])[O:52][N:51]=1, predict the reactants needed to synthesize it. The reactants are: CC1C=CC=C(C)C=1OCC1C(COC2C=C3C(=CC=2)N(CC2C=C(C=CC=2)C(O)=O)C=C3)=C(C(C)C)ON=1.[Br:40][C:41]1[CH:46]=[CH:45][CH:44]=[C:43]([Br:47])[C:42]=1[O:48][CH2:49][C:50]1[C:54]([CH2:55][O:56][C:57]2[CH:58]=[C:59]3[C:63](=[CH:64][CH:65]=2)[N:62]([CH2:66][C:67]2[CH:68]=[C:69]([CH:74]=[CH:75][CH:76]=2)[C:70]([O:72]C)=[O:71])[CH:61]=[CH:60]3)=[C:53]([CH:77]([CH3:79])[CH3:78])[O:52][N:51]=1.[OH-].[Na+].Cl. (4) Given the product [C:3]([O:7][C:8](=[O:24])[NH:9][C@@H:10]1[C:16](=[O:17])[N:15]([CH2:27][CH:26]=[CH2:25])[C:14]2[CH:18]=[C:19]([F:22])[CH:20]=[CH:21][C:13]=2[O:12][C@@H:11]1[CH3:23])([CH3:6])([CH3:4])[CH3:5], predict the reactants needed to synthesize it. The reactants are: [H-].[Na+].[C:3]([O:7][C:8](=[O:24])[NH:9][C@@H:10]1[C:16](=[O:17])[NH:15][C:14]2[CH:18]=[C:19]([F:22])[CH:20]=[CH:21][C:13]=2[O:12][C@@H:11]1[CH3:23])([CH3:6])([CH3:5])[CH3:4].[CH2:25](Br)[CH:26]=[CH2:27].